Dataset: Forward reaction prediction with 1.9M reactions from USPTO patents (1976-2016). Task: Predict the product of the given reaction. (1) Given the reactants [F:1][C:2]1[CH:3]=[C:4]([CH:27]=[CH:28][CH:29]=1)[CH2:5][O:6][C:7]1[CH:12]=[CH:11][C:10]([C:13]2[S:17][C:16]([CH2:18][NH:19]C(=O)OC(C)(C)C)=[N:15][N:14]=2)=[CH:9][CH:8]=1.Cl, predict the reaction product. The product is: [F:1][C:2]1[CH:3]=[C:4]([CH:27]=[CH:28][CH:29]=1)[CH2:5][O:6][C:7]1[CH:8]=[CH:9][C:10]([C:13]2[S:17][C:16]([CH2:18][NH2:19])=[N:15][N:14]=2)=[CH:11][CH:12]=1. (2) Given the reactants C([CH:3]([O:7][C:8]1[CH:12]=[C:11]([C:13](O)=O)[N:10]([CH3:16])[N:9]=1)[C:4]([OH:6])=[O:5])C.CCN=C=NCCCN(C)C.Cl.[CH2:29]([N:32]1[C:39]([NH2:40])=[C:38]([NH2:41])[C:36](=[O:37])[N:35]([CH2:42][CH:43]=[CH2:44])[C:33]1=[O:34])[CH:30]=[CH2:31], predict the reaction product. The product is: [CH2:42]([N:35]1[C:36](=[O:37])[C:38]2[NH:41][C:13]([C:11]3[N:10]([CH3:16])[N:9]=[C:8]([O:7][CH2:3][C:4]([OH:6])=[O:5])[CH:12]=3)=[N:40][C:39]=2[N:32]([CH2:29][CH2:30][CH3:31])[C:33]1=[O:34])[CH2:43][CH3:44]. (3) The product is: [Br:57][C:58]1[CH:59]=[C:60]([CH:61]=[CH:62][CH:63]=1)[CH2:64][S:65]([NH:68][C:54]([CH:51]1[CH2:50][CH2:49][N:48]([C:37]2[C:36]([C:34]#[N:35])=[CH:41][C:40]([C:42]([O:44][CH2:45][CH3:46])=[O:43])=[C:39]([CH3:47])[N:38]=2)[CH2:53][CH2:52]1)=[O:55])(=[O:66])=[O:67]. Given the reactants CN(C(ON1N=NC2C=CC=NC1=2)=[N+](C)C)C.F[P-](F)(F)(F)(F)F.CCN(C(C)C)C(C)C.[C:34]([C:36]1[C:37]([N:48]2[CH2:53][CH2:52][CH:51]([C:54](O)=[O:55])[CH2:50][CH2:49]2)=[N:38][C:39]([CH3:47])=[C:40]([C:42]([O:44][CH2:45][CH3:46])=[O:43])[CH:41]=1)#[N:35].[Br:57][C:58]1[CH:59]=[C:60]([CH2:64][S:65]([NH2:68])(=[O:67])=[O:66])[CH:61]=[CH:62][CH:63]=1, predict the reaction product. (4) The product is: [C:1]([C:4]1[CH:9]=[CH:8][C:7]([C:10]2[CH:11]=[N:12][C:13]([C:16]([F:17])([F:19])[F:18])=[N:14][CH:15]=2)=[CH:6][C:5]=1[CH2:20][NH:21][C:22]([C@@H:24]1[C@@H:29]2[C@@H:27]([CH2:28]2)[CH2:26][N:25]1[S:30]([C:33]1[CH:34]=[CH:35][C:36]([F:39])=[CH:37][CH:38]=1)(=[O:31])=[O:32])=[O:23])#[N:2]. Given the reactants [C:1]([C:4]1[CH:9]=[CH:8][C:7]([C:10]2[CH:11]=[N:12][C:13]([C:16]([F:19])([F:18])[F:17])=[N:14][CH:15]=2)=[CH:6][C:5]=1[CH2:20][NH:21][C:22]([C@@H:24]1[C@@H:29]2[C@@H:27]([CH2:28]2)[CH2:26][N:25]1[S:30]([C:33]1[CH:38]=[CH:37][C:36]([F:39])=[CH:35][CH:34]=1)(=[O:32])=[O:31])=[O:23])(=O)[NH2:2].FC(F)(F)C(OC(=O)C(F)(F)F)=O.C(N(CC)CC)C, predict the reaction product. (5) The product is: [O:48]1[CH2:52][CH2:51][CH:50]([CH2:53][NH:54][C:15]([C:12]2[CH:11]=[C:10]([CH2:9][S:8][CH2:1][C:2]3[CH:3]=[CH:4][CH:5]=[CH:6][CH:7]=3)[O:14][N:13]=2)=[O:17])[CH2:49]1. Given the reactants [CH2:1]([S:8][CH2:9][C:10]1[O:14][N:13]=[C:12]([C:15]([OH:17])=O)[CH:11]=1)[C:2]1[CH:7]=[CH:6][CH:5]=[CH:4][CH:3]=1.C(N(CC)CC)C.Cl.C(N=C=NCCCN(C)C)C.ON1C2C=CC=CC=2N=N1.Cl.[O:48]1[CH2:52][CH2:51][CH:50]([CH2:53][NH2:54])[CH2:49]1, predict the reaction product. (6) The product is: [CH2:1]([C:3]1[N:4]2[CH2:9][CH2:10][NH:11][CH:22]([CH2:21][CH2:20][C:17]3[CH:18]=[CH:19][C:14]([C:13]([F:12])([F:24])[F:25])=[CH:15][CH:16]=3)[C:5]2=[C:6]([CH3:8])[N:7]=1)[CH3:2]. Given the reactants [CH2:1]([C:3]1[N:4]([CH2:9][CH2:10][NH2:11])[CH:5]=[C:6]([CH3:8])[N:7]=1)[CH3:2].[F:12][C:13]([F:25])([F:24])[C:14]1[CH:19]=[CH:18][C:17]([CH2:20][CH2:21][CH:22]=O)=[CH:16][CH:15]=1, predict the reaction product. (7) Given the reactants [NH2:1][CH2:2][CH2:3][N:4]1[C:12]2[CH:11]=[CH:10][CH:9]=[CH:8][C:7]=2[C:6]2[CH2:13][CH2:14][N:15]([C:18]([O:20][C:21]([CH3:24])([CH3:23])[CH3:22])=[O:19])[CH2:16][CH2:17][C:5]1=2.[C:25]1([N:31]=[C:32]=[O:33])[CH:30]=[CH:29][CH:28]=[CH:27][CH:26]=1, predict the reaction product. The product is: [NH:31]([C:32]([NH:1][CH2:2][CH2:3][N:4]1[C:12]2[CH:11]=[CH:10][CH:9]=[CH:8][C:7]=2[C:6]2[CH2:13][CH2:14][N:15]([C:18]([O:20][C:21]([CH3:24])([CH3:23])[CH3:22])=[O:19])[CH2:16][CH2:17][C:5]1=2)=[O:33])[C:25]1[CH:30]=[CH:29][CH:28]=[CH:27][CH:26]=1.